Dataset: Reaction yield outcomes from USPTO patents with 853,638 reactions. Task: Predict the reaction yield, written as a fraction of the theoretical maximum amount of product (1.0 means a 100% yield; for example, 0.34 means a 34% yield). (1) The reactants are CCN(C(C)C)C(C)C.[O:10]=[C:11]([N:29]1[CH2:34][CH2:33][NH:32][CH2:31][CH2:30]1)[CH2:12][NH:13][C:14](=[O:28])[C:15]1[CH:20]=[CH:19][C:18]([O:21][C:22]2[CH:27]=[CH:26][CH:25]=[CH:24][CH:23]=2)=[CH:17][CH:16]=1.C1C=CC2N(O)N=NC=2C=1.CCN=C=NCCCN(C)C.Cl.[Br:57][C:58]1[CH:66]=[CH:65][C:64]([O:67][CH3:68])=[CH:63][C:59]=1[C:60](O)=[O:61]. The catalyst is CN(C=O)C.O. The product is [Br:57][C:58]1[CH:66]=[CH:65][C:64]([O:67][CH3:68])=[CH:63][C:59]=1[C:60]([N:32]1[CH2:31][CH2:30][N:29]([C:11](=[O:10])[CH2:12][NH:13][C:14](=[O:28])[C:15]2[CH:16]=[CH:17][C:18]([O:21][C:22]3[CH:27]=[CH:26][CH:25]=[CH:24][CH:23]=3)=[CH:19][CH:20]=2)[CH2:34][CH2:33]1)=[O:61]. The yield is 0.865. (2) The reactants are [Li+].[OH-].[O:3]=[C:4]1[C@H:10]([CH2:11][C:12]([O:14]C)=[O:13])[CH2:9][C:8]2[CH:16]=[CH:17][C:18]([O:20][CH2:21][CH2:22][CH2:23][NH:24][C:25]3[CH:30]=[CH:29][CH:28]=[CH:27][N:26]=3)=[CH:19][C:7]=2[CH2:6][N:5]1[CH2:31][CH2:32][C:33]1[CH:38]=[CH:37][CH:36]=[CH:35][CH:34]=1. The catalyst is C1COCC1.O. The product is [O:3]=[C:4]1[C@H:10]([CH2:11][C:12]([OH:14])=[O:13])[CH2:9][C:8]2[CH:16]=[CH:17][C:18]([O:20][CH2:21][CH2:22][CH2:23][NH:24][C:25]3[CH:30]=[CH:29][CH:28]=[CH:27][N:26]=3)=[CH:19][C:7]=2[CH2:6][N:5]1[CH2:31][CH2:32][C:33]1[CH:38]=[CH:37][CH:36]=[CH:35][CH:34]=1. The yield is 0.480. (3) The reactants are [NH2:1][C:2]1[C:11]2[C:6](=[C:7]([C:12]([NH:14][C:15]3[C:20]([F:21])=[CH:19][CH:18]=[C:17]([N:22](CC4C=CC(OC)=CC=4)[S:23]([CH2:26][CH2:27][CH3:28])(=[O:25])=[O:24])[C:16]=3[O:38][CH3:39])=[O:13])[CH:8]=[CH:9][CH:10]=2)[N:5]=[CH:4][N:3]=1.C(Cl)Cl.FC(F)(F)C(O)=O. No catalyst specified. The product is [F:21][C:20]1[C:15]([NH:14][C:12]([C:7]2[CH:8]=[CH:9][CH:10]=[C:11]3[C:6]=2[N:5]=[CH:4][N:3]=[C:2]3[NH2:1])=[O:13])=[C:16]([O:38][CH3:39])[C:17]([NH:22][S:23]([CH2:26][CH2:27][CH3:28])(=[O:24])=[O:25])=[CH:18][CH:19]=1. The yield is 0.420. (4) The reactants are [CH:1]1([CH2:4][N:5]2[C:13]3[C:8](=[CH:9][CH:10]=[C:11]([O:14][CH2:15][CH3:16])[CH:12]=3)[C:7]([I:17])=[C:6]2[C:18]2[CH:23]=[CH:22][C:21]([N+:24]([O-])=O)=[CH:20][CH:19]=2)[CH2:3][CH2:2]1.[NH4+].[Cl-].C(O)C.[CH:32]([O:35][C:36](Cl)=[O:37])([CH3:34])[CH3:33]. The catalyst is O.C(Cl)Cl.[Fe].N1C=CC=CC=1. The product is [CH:32]([O:35][C:36](=[O:37])[NH:24][C:21]1[CH:22]=[CH:23][C:18]([C:6]2[N:5]([CH2:4][CH:1]3[CH2:3][CH2:2]3)[C:13]3[C:8]([C:7]=2[I:17])=[CH:9][CH:10]=[C:11]([O:14][CH2:15][CH3:16])[CH:12]=3)=[CH:19][CH:20]=1)([CH3:34])[CH3:33]. The yield is 0.580. (5) The reactants are [NH:1]([C:7]([O:9][C:10]([CH3:13])([CH3:12])[CH3:11])=[O:8])[C@H:2]([C:4]([NH2:6])=O)[CH3:3]. The catalyst is O1CCCC1. The product is [NH2:6][CH2:4][C@@H:2]([NH:1][C:7](=[O:8])[O:9][C:10]([CH3:13])([CH3:12])[CH3:11])[CH3:3]. The yield is 0.330. (6) The reactants are [Cl-].O[NH3+:3].[C:4](=[O:7])([O-])[OH:5].[Na+].CS(C)=O.[CH2:13]([C:15]1[N:16]=[C:17]([CH2:44][CH2:45][CH3:46])[N:18]([CH2:29][C:30]2[CH:35]=[CH:34][C:33]([C:36]3[C:37]([C:42]#[N:43])=[CH:38][CH:39]=[CH:40][CH:41]=3)=[CH:32][CH:31]=2)[C:19](=[O:28])[C:20]=1[C:21]1[CH:26]=[CH:25][C:24]([F:27])=[CH:23][CH:22]=1)[CH3:14]. The catalyst is O. The product is [CH2:13]([C:15]1[N:16]=[C:17]([CH2:44][CH2:45][CH3:46])[N:18]([CH2:29][C:30]2[CH:35]=[CH:34][C:33]([C:36]3[CH:41]=[CH:40][CH:39]=[CH:38][C:37]=3[C:42]3[NH:3][C:4](=[O:7])[O:5][N:43]=3)=[CH:32][CH:31]=2)[C:19](=[O:28])[C:20]=1[C:21]1[CH:22]=[CH:23][C:24]([F:27])=[CH:25][CH:26]=1)[CH3:14]. The yield is 0.720.